Dataset: TCR-epitope binding with 47,182 pairs between 192 epitopes and 23,139 TCRs. Task: Binary Classification. Given a T-cell receptor sequence (or CDR3 region) and an epitope sequence, predict whether binding occurs between them. (1) The epitope is ELAGIGILTV. The TCR CDR3 sequence is CSARGEADTEAFF. Result: 1 (the TCR binds to the epitope). (2) The epitope is FLPRVFSAV. The TCR CDR3 sequence is CASSFLTDTQYF. Result: 1 (the TCR binds to the epitope). (3) The epitope is EILDITPCSF. The TCR CDR3 sequence is CASSFAGTEAFF. Result: 0 (the TCR does not bind to the epitope). (4) The epitope is FIAGLIAIV. The TCR CDR3 sequence is CSARDLKAGSWVEQYF. Result: 0 (the TCR does not bind to the epitope). (5) The epitope is YSEHPTFTSQY. Result: 0 (the TCR does not bind to the epitope). The TCR CDR3 sequence is CASSLGVGDVTEAFF. (6) The epitope is TFYLTNDVSFL. The TCR CDR3 sequence is CASSLATSSYNSPLHF. Result: 1 (the TCR binds to the epitope).